Predict the reactants needed to synthesize the given product. From a dataset of Full USPTO retrosynthesis dataset with 1.9M reactions from patents (1976-2016). (1) Given the product [Cl:8][C:5]1[CH:6]=[CH:7][C:2]([C:15]([OH:17])=[O:16])=[C:3]([CH3:9])[CH:4]=1, predict the reactants needed to synthesize it. The reactants are: Br[C:2]1[CH:7]=[CH:6][C:5]([Cl:8])=[CH:4][C:3]=1[CH3:9].C([Li])(CC)C.[C:15](=[O:17])=[O:16]. (2) Given the product [CH3:15][N:7]1[C:8]2[C:4](=[CH:3][C:2]([I:1])=[CH:10][CH:9]=2)[CH:5]=[CH:6]1, predict the reactants needed to synthesize it. The reactants are: [I:1][C:2]1[CH:3]=[C:4]2[C:8](=[CH:9][CH:10]=1)[NH:7][CH:6]=[CH:5]2.[H-].[Na+].IC.[C:15](=O)=O. (3) Given the product [N:36]1([S:33]([N:6]([CH2:5][C:4]([OH:42])=[O:3])[CH2:7][C:8]2[CH:13]=[CH:12][CH:11]=[C:10]([O:14][CH2:15][CH2:16][C:17]3[N:18]=[C:19]([C:23]4[CH:28]=[CH:27][C:26]([C:29]([F:31])([F:30])[F:32])=[CH:25][CH:24]=4)[O:20][C:21]=3[CH3:22])[CH:9]=2)(=[O:34])=[O:35])[CH2:41][CH2:40][O:39][CH2:38][CH2:37]1, predict the reactants needed to synthesize it. The reactants are: C([O:3][C:4](=[O:42])[CH2:5][N:6]([S:33]([N:36]1[CH2:41][CH2:40][O:39][CH2:38][CH2:37]1)(=[O:35])=[O:34])[CH2:7][C:8]1[CH:13]=[CH:12][CH:11]=[C:10]([O:14][CH2:15][CH2:16][C:17]2[N:18]=[C:19]([C:23]3[CH:28]=[CH:27][C:26]([C:29]([F:32])([F:31])[F:30])=[CH:25][CH:24]=3)[O:20][C:21]=2[CH3:22])[CH:9]=1)C.O.[OH-].[Li+]. (4) Given the product [CH3:8][N:7]1[C:3]([CH2:2][O:1][S:21]([CH3:20])(=[O:23])=[O:22])=[CH:4][C:5]([C:9]([O:11][CH3:12])=[O:10])=[N:6]1, predict the reactants needed to synthesize it. The reactants are: [OH:1][CH2:2][C:3]1[N:7]([CH3:8])[N:6]=[C:5]([C:9]([O:11][CH3:12])=[O:10])[CH:4]=1.C(N(CC)CC)C.[CH3:20][S:21](Cl)(=[O:23])=[O:22]. (5) Given the product [F:22][CH:2]([F:1])[O:3][C:4]1[CH:9]=[CH:8][C:7]([C:10](=[O:21])[C:11]([C:13]2[CH:14]=[C:15]([F:20])[CH:16]=[C:17]([F:19])[CH:18]=2)=[O:12])=[CH:6][CH:5]=1, predict the reactants needed to synthesize it. The reactants are: [F:1][CH:2]([F:22])[O:3][C:4]1[CH:9]=[CH:8][C:7]([CH:10]([OH:21])[C:11]([C:13]2[CH:18]=[C:17]([F:19])[CH:16]=[C:15]([F:20])[CH:14]=2)=[O:12])=[CH:6][CH:5]=1.[N+]([O-])([O-])=O.[NH4+].C(OCC)(=O)C. (6) Given the product [Cl:1][C:2]1[CH:11]=[CH:10][C:5]2[NH:6][C:7]([S:9][C:15]3[CH:16]=[CH:17][C:18]([N+:26]([O-:28])=[O:27])=[C:19]4[C:23]=3[NH:22][CH:21]=[C:20]4[CH:24]=[O:25])=[N:8][C:4]=2[CH:3]=1, predict the reactants needed to synthesize it. The reactants are: [Cl:1][C:2]1[CH:11]=[CH:10][C:5]2[N:6]=[C:7]([SH:9])[NH:8][C:4]=2[CH:3]=1.[OH-].[K+].F[C:15]1[CH:16]=[CH:17][C:18]([N+:26]([O-:28])=[O:27])=[C:19]2[C:23]=1[NH:22][CH:21]=[C:20]2[CH:24]=[O:25].